From a dataset of CYP2D6 inhibition data for predicting drug metabolism from PubChem BioAssay. Regression/Classification. Given a drug SMILES string, predict its absorption, distribution, metabolism, or excretion properties. Task type varies by dataset: regression for continuous measurements (e.g., permeability, clearance, half-life) or binary classification for categorical outcomes (e.g., BBB penetration, CYP inhibition). Dataset: cyp2d6_veith. The molecule is CCC(=O)Nc1nnc(C(C)(C)C)s1. The result is 0 (non-inhibitor).